From a dataset of Catalyst prediction with 721,799 reactions and 888 catalyst types from USPTO. Predict which catalyst facilitates the given reaction. (1) Reactant: C1COCC1.[Br:6][C:7]1[CH:8]=[C:9]([CH2:15][C:16]#[N:17])[CH:10]=[C:11]([O:13][CH3:14])[CH:12]=1.Cl.[OH-].[Na+]. Product: [Br:6][C:7]1[CH:8]=[C:9]([CH2:15][CH2:16][NH2:17])[CH:10]=[C:11]([O:13][CH3:14])[CH:12]=1. The catalyst class is: 370. (2) Reactant: Cl[C:2]1[N:3]=[C:4]2[CH:24]=[C:23]([CH3:25])[CH:22]=[N:21][C:5]2=[N:6][C:7]=1[N:8]1[CH2:11][CH:10]([N:12]([CH3:20])[C:13](=[O:19])[O:14][C:15]([CH3:18])([CH3:17])[CH3:16])[CH2:9]1.O.[NH2:27][NH2:28].CCOCC. Product: [NH:27]([C:2]1[N:3]=[C:4]2[CH:24]=[C:23]([CH3:25])[CH:22]=[N:21][C:5]2=[N:6][C:7]=1[N:8]1[CH2:11][CH:10]([N:12]([CH3:20])[C:13](=[O:19])[O:14][C:15]([CH3:18])([CH3:17])[CH3:16])[CH2:9]1)[NH2:28]. The catalyst class is: 14. (3) Reactant: [CH:1]1([NH:6][C:7]2[C:12]([C:13]([O:15]CC)=[O:14])=[CH:11][N:10]=[C:9]3[N:18]([CH2:21][CH3:22])[N:19]=[CH:20][C:8]=23)[CH2:5][CH2:4][CH2:3][CH2:2]1.[OH-].[Na+]. The catalyst class is: 40. Product: [CH:1]1([NH:6][C:7]2[C:12]([C:13]([OH:15])=[O:14])=[CH:11][N:10]=[C:9]3[N:18]([CH2:21][CH3:22])[N:19]=[CH:20][C:8]=23)[CH2:2][CH2:3][CH2:4][CH2:5]1. (4) Reactant: C[O:2][CH:3](OC)[CH2:4][CH2:5][N:6]1[CH:11]=[C:10]([C:12]2[O:16][C:15]([CH3:17])=[N:14][C:13]=2[CH3:18])[C:9](=[O:19])[NH:8][C:7]1=[O:20]. Product: [CH3:17][C:15]1[O:16][C:12]([C:10]2[C:9](=[O:19])[NH:8][C:7](=[O:20])[N:6]([CH2:5][CH2:4][CH:3]=[O:2])[CH:11]=2)=[C:13]([CH3:18])[N:14]=1. The catalyst class is: 1. (5) Product: [F:45][C:43]([F:44])([F:46])[C:41]1[CH:42]=[C:37]([C:36]2[C:30]3[O:29][CH:28]([CH2:27][NH2:24])[CH2:32][C:31]=3[CH:33]=[CH:34][CH:35]=2)[CH:38]=[C:39]([C:47]([F:48])([F:49])[F:50])[CH:40]=1. Reactant: [N-]=[N+]=[N-].[Na+].N(CC1CC2C=C(Cl)C=C(C3C=CSC=3)C=2O1)=[N+]=[N-].[N:24]([CH2:27][CH:28]1[CH2:32][C:31]2[CH:33]=[CH:34][CH:35]=[C:36]([C:37]3[CH:42]=[C:41]([C:43]([F:46])([F:45])[F:44])[CH:40]=[C:39]([C:47]([F:50])([F:49])[F:48])[CH:38]=3)[C:30]=2[O:29]1)=[N+]=[N-].[N-]=[N+]=[N-]. The catalyst class is: 45. (6) Reactant: [C:1]([O:5][C:6]([N:8]1[CH2:13][CH:12]([C:14]([OH:16])=O)[CH:11]2[CH:9]1[CH2:10]2)=[O:7])([CH3:4])([CH3:3])[CH3:2].C(N(CC)CC)C.CN(C(ON1N=NC2C=CC=NC1=2)=[N+](C)C)C.F[P-](F)(F)(F)(F)F.[F:48][C:49]1[CH:55]=[CH:54][C:52]([NH2:53])=[CH:51][C:50]=1[CH3:56]. Product: [F:48][C:49]1[CH:55]=[CH:54][C:52]([NH:53][C:14]([CH:12]2[CH:11]3[CH:9]([CH2:10]3)[N:8]([C:6]([O:5][C:1]([CH3:2])([CH3:3])[CH3:4])=[O:7])[CH2:13]2)=[O:16])=[CH:51][C:50]=1[CH3:56]. The catalyst class is: 18. (7) Reactant: [CH3:1][O:2][C:3]1[CH:4]=[C:5]2[C:10](=[CH:11][CH:12]=1)[CH2:9][CH:8]([NH2:13])[CH2:7][CH2:6]2.C(N(CC)CC)C.[F:21][C:22]1[CH:30]=[CH:29][C:25]([C:26](Cl)=[O:27])=[CH:24][CH:23]=1.O. The catalyst class is: 96. Product: [F:21][C:22]1[CH:30]=[CH:29][C:25]([C:26]([NH:13][CH:8]2[CH2:7][CH2:6][C:5]3[C:10](=[CH:11][CH:12]=[C:3]([O:2][CH3:1])[CH:4]=3)[CH2:9]2)=[O:27])=[CH:24][CH:23]=1. (8) Reactant: C(OC([N:8]1[CH2:12][C@@H:11]([CH2:13][N:14]([C:18](=[O:33])[C:19]2[CH:24]=[CH:23][C:22]([CH2:25][CH3:26])=[C:21]([O:27][CH2:28][CH2:29][CH2:30][O:31][CH3:32])[CH:20]=2)[CH:15]([CH3:17])[CH3:16])[C@H:10](N)[CH2:9]1)=O)(C)(C)C.[C:35]1([CH2:41][S:42](Cl)(=[O:44])=[O:43])[CH:40]=[CH:39][CH:38]=[CH:37][CH:36]=1.CC#[N:48].O.CC#N. Product: [CH2:25]([C:22]1[CH:23]=[CH:24][C:19]([C:18]([N:14]([CH:15]([CH3:16])[CH3:17])[CH:13]([NH2:48])[C@H:11]2[C@H:10]([S:42]([CH2:41][C:35]3[CH:40]=[CH:39][CH:38]=[CH:37][CH:36]=3)(=[O:44])=[O:43])[CH2:9][NH:8][CH2:12]2)=[O:33])=[CH:20][C:21]=1[O:27][CH2:28][CH2:29][CH2:30][O:31][CH3:32])[CH3:26]. The catalyst class is: 6. (9) Reactant: [N:1]1[N:5]2[CH:6]=[CH:7][CH:8]=[CH:9][C:4]2=[CH:3][C:2]=1[CH:10]=O.[NH2:12][C:13]1[CH:14]=[C:15]([CH:20]=[C:21]([O:23][CH3:24])[CH:22]=1)[O:16][CH2:17][CH2:18][OH:19]. Product: [CH3:24][O:23][C:21]1[CH:20]=[C:15]([CH:14]=[C:13]([N:12]=[CH:10][C:2]2[CH:3]=[C:4]3[CH:9]=[CH:8][CH:7]=[CH:6][N:5]3[N:1]=2)[CH:22]=1)[O:16][CH2:17][CH2:18][OH:19]. The catalyst class is: 8.